Predict which catalyst facilitates the given reaction. From a dataset of Catalyst prediction with 721,799 reactions and 888 catalyst types from USPTO. (1) Reactant: [C:1]([C:5]1[CH:10]=[CH:9][C:8]([S:11](Cl)(=[O:13])=[O:12])=[CH:7][CH:6]=1)([CH3:4])([CH3:3])[CH3:2].[F:15][C:16]([C:19]1[CH:23]=[C:22]([NH2:24])[N:21]([C:25]2[CH:34]=[CH:33][CH:32]=[C:31]3[C:26]=2[CH:27]=[CH:28][CH:29]=[N:30]3)[N:20]=1)([F:18])[CH3:17].[OH-].[Li+].[OH-].[Na+].Cl. Product: [C:1]([C:5]1[CH:10]=[CH:9][C:8]([S:11]([NH:24][C:22]2[N:21]([C:25]3[CH:34]=[CH:33][CH:32]=[C:31]4[C:26]=3[CH:27]=[CH:28][CH:29]=[N:30]4)[N:20]=[C:19]([C:16]([F:18])([F:15])[CH3:17])[CH:23]=2)(=[O:13])=[O:12])=[CH:7][CH:6]=1)([CH3:4])([CH3:3])[CH3:2]. The catalyst class is: 377. (2) Reactant: [N+:1]([C:4]1[CH:5]=[C:6]([CH:9]=[CH:10][CH:11]=1)[CH:7]=O)([O-:3])=[O:2].[CH3:12][NH2:13]. Product: [CH3:12][N:13]=[CH:7][C:6]1[CH:9]=[CH:10][CH:11]=[C:4]([N+:1]([O-:3])=[O:2])[CH:5]=1. The catalyst class is: 194. (3) Reactant: [S:1]1[C:5]([C:6](=[O:8])[CH3:7])=[CH:4][C:3]2[CH2:9][CH2:10][C:11]3[C:16]([C:2]1=2)=[CH:15][CH:14]=[C:13]([C:17](=[O:19])[CH3:18])[CH:12]=3.C(C1C(=O)C(Cl)=C(Cl)C(=O)C=1C#N)#N. Product: [S:1]1[C:5]([C:6](=[O:8])[CH3:7])=[CH:4][C:3]2[CH:9]=[CH:10][C:11]3[C:16]([C:2]1=2)=[CH:15][CH:14]=[C:13]([C:17](=[O:19])[CH3:18])[CH:12]=3. The catalyst class is: 11. (4) Reactant: C(=O)([O-])[O-].[K+].[K+].[I-].[K+].[CH3:9][O:10][C:11]1[CH:12]=[C:13]([CH:15]=[CH:16][C:17]=1[O:18][CH3:19])[NH2:14].Br[CH2:21][C:22]1[CH:27]=[CH:26][CH:25]=[CH:24][C:23]=1[C:28]1[CH:33]=[CH:32][CH:31]=[CH:30][CH:29]=1. Product: [C:23]1([C:28]2[CH:29]=[CH:30][CH:31]=[CH:32][CH:33]=2)[CH:24]=[CH:25][CH:26]=[CH:27][C:22]=1[CH2:21][NH:14][C:13]1[CH:15]=[CH:16][C:17]([O:18][CH3:19])=[C:11]([O:10][CH3:9])[CH:12]=1. The catalyst class is: 10. (5) Reactant: [Cl:1][C:2]1[CH:21]=[C:20]([Cl:22])[CH:19]=[CH:18][C:3]=1[O:4][CH2:5][C:6]1[CH:7]=[C:8]([CH2:16][OH:17])[CH:9]=[C:10]([O:12][CH:13]([CH3:15])[CH3:14])[CH:11]=1.O[C:24]1[CH:28]=[C:27]([CH2:29][CH2:30][C:31]([O:33]CC)=[O:32])[N:26]([C:36]2[CH:41]=[CH:40][CH:39]=[CH:38][CH:37]=2)[N:25]=1.C(P(CCCC)CCCC)CCC.N(C(N1CCCCC1)=O)=NC(N1CCCCC1)=O.O1CCCC1CCO.[OH-].[Na+].Cl. Product: [Cl:1][C:2]1[CH:21]=[C:20]([Cl:22])[CH:19]=[CH:18][C:3]=1[O:4][CH2:5][C:6]1[CH:7]=[C:8]([CH:9]=[C:10]([O:12][CH:13]([CH3:15])[CH3:14])[CH:11]=1)[CH2:16][O:17][C:24]1[CH:28]=[C:27]([CH2:29][CH2:30][C:31]([OH:33])=[O:32])[N:26]([C:36]2[CH:41]=[CH:40][CH:39]=[CH:38][CH:37]=2)[N:25]=1. The catalyst class is: 7. (6) Reactant: [Cl:1][C:2]1[S:3][C:4]([Cl:12])=[CH:5][C:6]=1[CH2:7][CH2:8][C:9]([OH:11])=O.[Li][CH3:14]. Product: [Cl:1][C:2]1[S:3][C:4]([Cl:12])=[CH:5][C:6]=1[CH2:7][CH2:8][C:9](=[O:11])[CH3:14]. The catalyst class is: 28. (7) Reactant: CC[O-].[Na+].[Na].[C:6]([NH:9][C:10]1[S:11][CH:12]=[C:13]([C:15]2[CH:20]=[CH:19][C:18]([N:21]3[C:25]([Cl:26])=[CH:24][C:23]([NH:27][C:28]([NH:30][C:31]4[CH:36]=[CH:35][CH:34]=[C:33]([O:37][CH3:38])[CH:32]=4)=[O:29])=[C:22]3[C:39](OCC)=[O:40])=[CH:17][CH:16]=2)[N:14]=1)(=[O:8])[CH3:7]. Product: [Cl:26][C:25]1[N:21]([C:18]2[CH:19]=[CH:20][C:15]([C:13]3[N:14]=[C:10]([NH:9][C:6](=[O:8])[CH3:7])[S:11][CH:12]=3)=[CH:16][CH:17]=2)[C:22]2[C:39](=[O:40])[N:30]([C:31]3[CH:36]=[CH:35][CH:34]=[C:33]([O:37][CH3:38])[CH:32]=3)[C:28](=[O:29])[NH:27][C:23]=2[CH:24]=1. The catalyst class is: 8. (8) Product: [CH3:1][C:2]1[C:6]([CH2:7][N:8]2[CH2:12][CH:11]([C:13]3[CH:18]=[C:17]([F:19])[CH:16]=[C:15]([F:20])[C:14]=3[F:21])[CH2:10][C:9]2=[O:22])=[C:5]([CH3:23])[NH:4][N:3]=1. Reactant: [CH3:1][C:2]1[C:6]([CH2:7][N:8]2[CH2:12][CH:11]([C:13]3[CH:18]=[C:17]([F:19])[CH:16]=[C:15]([F:20])[C:14]=3[F:21])[CH2:10][C:9]2=[O:22])=[C:5]([CH3:23])[N:4](S(C2C=CC(C)=CC=2)(=O)=O)[N:3]=1.[F-].C([N+](CCCC)(CCCC)CCCC)CCC. The catalyst class is: 1. (9) Reactant: [Cl-].[CH3:2][O:3][CH2:4][N+:5]1([CH3:10])[CH2:9][CH2:8][CH2:7][CH2:6]1.[F:11][As-:12]([F:17])([F:16])([F:15])([F:14])[F:13].[Li+].ClCCl. Product: [F:11][As-:12]([F:17])([F:16])([F:15])([F:14])[F:13].[CH3:2][O:3][CH2:4][N+:5]1([CH3:10])[CH2:9][CH2:8][CH2:7][CH2:6]1. The catalyst class is: 6.